From a dataset of Full USPTO retrosynthesis dataset with 1.9M reactions from patents (1976-2016). Predict the reactants needed to synthesize the given product. (1) Given the product [Br:31][CH2:32][C:33]([NH:25][C:24]1[CH:26]=[CH:27][C:28]([F:30])=[CH:29][C:23]=1[F:22])=[O:34], predict the reactants needed to synthesize it. The reactants are: CCN=C=NCCCN(C)C.C1C=CC2N(O)N=NC=2C=1.[F:22][C:23]1[CH:29]=[C:28]([F:30])[CH:27]=[CH:26][C:24]=1[NH2:25].[Br:31][CH2:32][C:33](O)=[O:34]. (2) Given the product [CH2:11]([N:18]1[CH2:22][C@H:21]([N+:23]([O-:25])=[O:24])[C@H:20]([CH:26]([O:29][CH3:30])[O:27][CH3:28])[CH2:19]1)[C:12]1[CH:17]=[CH:16][CH:15]=[CH:14][CH:13]=1, predict the reactants needed to synthesize it. The reactants are: C(O)(=O)[C@H]([C@@H](C(O)=O)O)O.[CH2:11]([N:18]1[CH2:22][C@@H:21]([N+:23]([O-:25])=[O:24])[C@H:20]([CH:26]([O:29][CH3:30])[O:27][CH3:28])[CH2:19]1)[C:12]1[CH:17]=[CH:16][CH:15]=[CH:14][CH:13]=1. (3) The reactants are: [F:1][C:2]1[C:3]([N+:15]([O-])=O)=[C:4]([NH:8][C:9]2[CH:14]=[CH:13][CH:12]=[CH:11][CH:10]=2)[CH:5]=[CH:6][CH:7]=1. Given the product [F:1][C:2]1[CH:7]=[CH:6][CH:5]=[C:4]([NH:8][C:9]2[CH:14]=[CH:13][CH:12]=[CH:11][CH:10]=2)[C:3]=1[NH2:15], predict the reactants needed to synthesize it. (4) Given the product [NH2:18][C@H:8]([CH2:1][C:2]1[CH:7]=[CH:6][CH:5]=[CH:4][CH:3]=1)[C@@H:9]([OH:17])[C@H:10]([C@@H:11]1[CH2:15][CH2:14][CH2:13][NH:12]1)[OH:16], predict the reactants needed to synthesize it. The reactants are: [CH2:1]([C@H:8]([NH:18]C(=O)OC(C)(C)C)[C@@H:9]([OH:17])[C@H:10]([OH:16])[C@@H:11]1[CH2:15][CH2:14][CH2:13][NH:12]1)[C:2]1[CH:7]=[CH:6][CH:5]=[CH:4][CH:3]=1.C(O)(C(F)(F)F)=O. (5) Given the product [Cl:1][C:2]1[CH:7]=[C:6]([Cl:8])[CH:5]=[CH:4][C:3]=1[CH2:9][N:10]1[C:15]([OH:16])=[C:14]([C:17]([NH:19][C:20]2[CH:35]=[CH:34][CH:33]=[CH:38][CH:21]=2)=[O:18])[C:13]([OH:26])=[C:12]([C:66]([NH:65][CH2:68][C:69]([OH:71])=[O:70])=[O:67])[C:11]1=[O:31], predict the reactants needed to synthesize it. The reactants are: [Cl:1][C:2]1[CH:7]=[C:6]([Cl:8])[CH:5]=[CH:4][C:3]=1[CH2:9][N:10]1[C:15](=[O:16])[C:14]([C:17]([NH:19][CH2:20][C:21](OCC)=O)=[O:18])=[C:13]([OH:26])[C:12](C(OC)=O)=[C:11]1[OH:31].Cl[C:33]1[CH:38]=C(Cl)C=[CH:35][C:34]=1CNC1OC(=O)C2C(=O)OC(C)(C)OC=2C=1.C(N(CC)C(C)C)(C)C.[N:65]([CH2:68][C:69]([O:71]CC)=[O:70])=[C:66]=[O:67]. (6) Given the product [C:14]1([C:12]([C:9]2[N:8]=[C:7]([C@H:4]3[CH2:5][CH2:6][C@H:2]([NH:1][C:30]4[N:35]=[CH:34][N:33]=[C:32]5[NH:36][N:37]=[CH:38][C:31]=45)[CH2:3]3)[O:11][N:10]=2)=[O:13])[CH:19]=[CH:18][CH:17]=[CH:16][CH:15]=1, predict the reactants needed to synthesize it. The reactants are: [NH2:1][C@H:2]1[CH2:6][CH2:5][C@H:4]([C:7]2[O:11][N:10]=[C:9]([C:12]([C:14]3[CH:19]=[CH:18][CH:17]=[CH:16][CH:15]=3)=[O:13])[N:8]=2)[CH2:3]1.CCN(C(C)C)C(C)C.Cl[C:30]1[N:35]=[CH:34][N:33]=[C:32]2[N:36](C3CCCCO3)[N:37]=[CH:38][C:31]=12.Cl.